This data is from NCI-60 drug combinations with 297,098 pairs across 59 cell lines. The task is: Regression. Given two drug SMILES strings and cell line genomic features, predict the synergy score measuring deviation from expected non-interaction effect. (1) Drug 1: CN1CCC(CC1)COC2=C(C=C3C(=C2)N=CN=C3NC4=C(C=C(C=C4)Br)F)OC. Drug 2: CC12CCC3C(C1CCC2OP(=O)(O)O)CCC4=C3C=CC(=C4)OC(=O)N(CCCl)CCCl.[Na+]. Cell line: T-47D. Synergy scores: CSS=-2.04, Synergy_ZIP=-3.27, Synergy_Bliss=-7.79, Synergy_Loewe=-11.2, Synergy_HSA=-8.11. (2) Drug 1: C1=NC2=C(N1)C(=S)N=C(N2)N. Drug 2: C1=CC=C(C=C1)NC(=O)CCCCCCC(=O)NO. Cell line: ACHN. Synergy scores: CSS=49.9, Synergy_ZIP=-4.67, Synergy_Bliss=-6.37, Synergy_Loewe=-5.24, Synergy_HSA=-4.03. (3) Drug 1: CCC1(CC2CC(C3=C(CCN(C2)C1)C4=CC=CC=C4N3)(C5=C(C=C6C(=C5)C78CCN9C7C(C=CC9)(C(C(C8N6C=O)(C(=O)OC)O)OC(=O)C)CC)OC)C(=O)OC)O.OS(=O)(=O)O. Drug 2: CC(C)CN1C=NC2=C1C3=CC=CC=C3N=C2N. Cell line: MDA-MB-435. Synergy scores: CSS=25.6, Synergy_ZIP=1.98, Synergy_Bliss=3.20, Synergy_Loewe=-13.7, Synergy_HSA=0.541.